Dataset: Reaction yield outcomes from USPTO patents with 853,638 reactions. Task: Predict the reaction yield, written as a fraction of the theoretical maximum amount of product (1.0 means a 100% yield; for example, 0.34 means a 34% yield). (1) The reactants are [CH2:1]([C@@:4]1([C:20]2[CH:25]=[CH:24][C:23]([F:26])=[CH:22][CH:21]=2)[O:9][C:8](=[O:10])[N:7]([C@H:11]([C:13]2[CH:18]=[CH:17][C:16]([Br:19])=[CH:15][CH:14]=2)[CH3:12])[CH2:6][CH2:5]1)[CH:2]=[CH2:3].[OH2:27].O=O. The catalyst is CN(C=O)C.Cl[Cu].Cl[Pd]Cl. The product is [Br:19][C:16]1[CH:17]=[CH:18][C:13]([C@@H:11]([N:7]2[CH2:6][CH2:5][C@@:4]([C:20]3[CH:21]=[CH:22][C:23]([F:26])=[CH:24][CH:25]=3)([CH2:1][C:2](=[O:27])[CH3:3])[O:9][C:8]2=[O:10])[CH3:12])=[CH:14][CH:15]=1. The yield is 0.920. (2) The reactants are [CH:1]1(/[C:4](/[CH:11]=[CH:12]/[C:13]2([OH:31])[C:24]([CH3:29])([C:25]([F:28])([F:27])[F:26])[CH2:23][C:16]3(OC(C)C(C)[O:17]3)[CH:15]=[C:14]2[CH3:30])=[CH:5]/[C:6]([O:8][CH2:9][CH3:10])=[O:7])[CH2:3][CH2:2]1.O. The catalyst is CC(C)=O.Cl. The product is [CH:1]1(/[C:4](/[CH:11]=[CH:12]/[C:13]2([OH:31])[C:24]([CH3:29])([C:25]([F:28])([F:27])[F:26])[CH2:23][C:16](=[O:17])[CH:15]=[C:14]2[CH3:30])=[CH:5]/[C:6]([O:8][CH2:9][CH3:10])=[O:7])[CH2:2][CH2:3]1. The yield is 0.450. (3) The reactants are [I:1][C:2]1[C:10]2[C:5](=[CH:6][CH:7]=[CH:8][CH:9]=2)[NH:4][CH:3]=1.CC([O-])(C)C.[K+].[C:17]1([CH2:23]Br)[CH:22]=[CH:21][CH:20]=[CH:19][CH:18]=1. The catalyst is C1COCC1. The product is [CH2:23]([N:4]1[C:5]2[C:10](=[CH:9][CH:8]=[CH:7][CH:6]=2)[C:2]([I:1])=[CH:3]1)[C:17]1[CH:22]=[CH:21][CH:20]=[CH:19][CH:18]=1. The yield is 0.520. (4) The reactants are [CH2:1]([C:5]1[N:6]=[C:7]([CH3:27])[NH:8][C:9](=[O:26])[C:10]=1[CH2:11][C:12]1[CH:17]=[CH:16][C:15]([C:18]2[C:19]([C:24]#[N:25])=[CH:20][CH:21]=[CH:22][CH:23]=2)=[CH:14][CH:13]=1)[CH2:2][CH2:3][CH3:4].C(=O)([O-])[O-].[K+].[K+].Cl.Cl[CH2:36][C:37]1[CH:46]=[CH:45][C:44]2[C:39](=[CH:40][CH:41]=[CH:42][CH:43]=2)[N:38]=1.CN(C)C=O. The catalyst is C(OCC)(=O)C. The product is [CH2:1]([C:5]1[N:6]=[C:7]([CH3:27])[N:8]([CH2:36][C:37]2[CH:46]=[CH:45][C:44]3[C:39](=[CH:40][CH:41]=[CH:42][CH:43]=3)[N:38]=2)[C:9](=[O:26])[C:10]=1[CH2:11][C:12]1[CH:17]=[CH:16][C:15]([C:18]2[C:19]([C:24]#[N:25])=[CH:20][CH:21]=[CH:22][CH:23]=2)=[CH:14][CH:13]=1)[CH2:2][CH2:3][CH3:4]. The yield is 0.260. (5) The reactants are [BH4-].[Na+].CO.[CH3:5][C:6]1[CH:11]=[C:10]([O:12][CH2:13][C:14]2[CH:19]=[CH:18][CH:17]=[CH:16][C:15]=2[CH3:20])[CH:9]=[CH:8][C:7]=1[CH:21]=[CH:22][C:23](=[O:25])[CH3:24]. The catalyst is C1COCC1. The product is [CH3:5][C:6]1[CH:11]=[C:10]([O:12][CH2:13][C:14]2[CH:19]=[CH:18][CH:17]=[CH:16][C:15]=2[CH3:20])[CH:9]=[CH:8][C:7]=1[CH:21]=[CH:22][CH:23]([OH:25])[CH3:24]. The yield is 0.930. (6) The reactants are [H-].[Na+].[CH2:3]([O:10][C:11](=[O:20])[NH:12][C:13]1[C:14]([OH:19])=[N:15][CH:16]=[CH:17][CH:18]=1)[C:4]1[CH:9]=[CH:8][CH:7]=[CH:6][CH:5]=1.Br[CH2:22][C:23]([O:25][C:26]([CH3:29])([CH3:28])[CH3:27])=[O:24]. The catalyst is C1COCC1. The product is [C:26]([O:25][C:23](=[O:24])[CH2:22][N:15]1[CH:16]=[CH:17][CH:18]=[C:13]([NH:12][C:11]([O:10][CH2:3][C:4]2[CH:9]=[CH:8][CH:7]=[CH:6][CH:5]=2)=[O:20])[C:14]1=[O:19])([CH3:29])([CH3:28])[CH3:27]. The yield is 0.850. (7) The reactants are [Cl:1][C:2]1[CH:32]=[CH:31][CH:30]=[CH:29][C:3]=1[C:4]([NH:6]C(=O)NC1SC2C=C(S(CCNC3CCC3)(=O)=O)C=CC=2N=1)=[O:5].[C:33](=[O:36])([O-])[O-].[K+].[K+].[CH:39]1(Br)[CH2:43]C[CH2:41][CH2:40]1. The catalyst is CN(C=O)C. The product is [Cl:1][C:2]1[CH:32]=[CH:31][C:30]([O:36][CH:33]2[CH2:41][CH2:40][CH2:39][CH2:43]2)=[CH:29][C:3]=1[C:4]([NH2:6])=[O:5]. The yield is 0.610. (8) The reactants are Br[C:2]1[CH:7]=[CH:6][C:5](F)=[CH:4][N:3]=1.N[C:10]1[N:14]([CH3:15])[C:13]2[CH:16]=[CH:17][CH:18]=[CH:19][C:12]=2[N:11]=1.C[C:21]1(C)[C:47]2[C:42](=C(P(C3C=CC=CC=3)C3C=CC=CC=3)C=CC=2)[O:41][C:23]2[C:24](P(C3C=CC=CC=3)C3C=CC=CC=3)=C[CH:26]=[CH:27][C:22]1=2.C([O-])([O-])=[O:63].[Cs+].[Cs+].[OH2:68]. The catalyst is O1CCOCC1.C1C=CC(/C=C/C(/C=C/C2C=CC=CC=2)=O)=CC=1.C1C=CC(/C=C/C(/C=C/C2C=CC=CC=2)=O)=CC=1.C1C=CC(/C=C/C(/C=C/C2C=CC=CC=2)=O)=CC=1.[Pd].[Pd]. The product is [O:68]1[C:19]2[CH:18]=[CH:17][CH:16]=[CH:13][C:12]=2[N:11]=[C:10]1[N:14]([C:2]1[CH:7]=[CH:6][CH:5]=[CH:4][N:3]=1)[CH2:15][CH2:26][CH2:27][CH2:22][CH2:21][CH2:47][C:42]([O:41][CH2:23][CH3:24])=[O:63]. The yield is 0.460. (9) The reactants are [OH:1][B:2]1[C:6]2[CH:7]=[C:8]([NH:11][S:12]([C:15]3[CH:20]=[CH:19][C:18]([O:21][CH3:22])=[CH:17][C:16]=3[N+:23]([O-])=O)(=[O:14])=[O:13])[CH:9]=[CH:10][C:5]=2[CH2:4][O:3]1. The catalyst is [Pd].CO. The product is [NH2:23][C:16]1[CH:17]=[C:18]([O:21][CH3:22])[CH:19]=[CH:20][C:15]=1[S:12]([NH:11][C:8]1[CH:9]=[CH:10][C:5]2[CH2:4][O:3][B:2]([OH:1])[C:6]=2[CH:7]=1)(=[O:13])=[O:14]. The yield is 0.920. (10) The reactants are C(O/[CH:4]=[C:5]1\[C:6](=O)[C:7]2[C:12]([O:13][C:14]3\1[CH2:19][CH2:18][N:17](C(OC(C)(C)C)=O)[CH2:16][CH2:15]3)=[CH:11][C:10]([F:27])=[CH:9][CH:8]=2)C.[ClH:29].[NH2:30][N:31](C)[C:32](=O)OC(C)(C)C.O1CCOCC1. No catalyst specified. The product is [ClH:29].[ClH:29].[F:27][C:10]1[CH:9]=[CH:8][C:7]2[C:6]3[N:31]([CH3:32])[N:30]=[CH:4][C:5]=3[C:14]3([CH2:19][CH2:18][NH:17][CH2:16][CH2:15]3)[O:13][C:12]=2[CH:11]=1. The yield is 0.670.